Dataset: Peptide-MHC class I binding affinity with 185,985 pairs from IEDB/IMGT. Task: Regression. Given a peptide amino acid sequence and an MHC pseudo amino acid sequence, predict their binding affinity value. This is MHC class I binding data. The peptide sequence is AADSFATSY. The MHC is HLA-B46:01 with pseudo-sequence HLA-B46:01. The binding affinity (normalized) is 0.0847.